This data is from Catalyst prediction with 721,799 reactions and 888 catalyst types from USPTO. The task is: Predict which catalyst facilitates the given reaction. (1) The catalyst class is: 13. Reactant: [F:1][C:2]1[CH:7]=[C:6]([CH3:8])[CH:5]=[CH:4][C:3]=1[C:9]1[S:13][N:12]=[C:11]([C:14]([CH3:16])=[CH2:15])[C:10]=1[C:17]#[N:18].[H][H]. Product: [F:1][C:2]1[CH:7]=[C:6]([CH3:8])[CH:5]=[CH:4][C:3]=1[C:9]1[S:13][N:12]=[C:11]([CH:14]([CH3:16])[CH3:15])[C:10]=1[C:17]#[N:18]. (2) Reactant: [CH3:1][N:2]([C:4]([N:6]=[C:7]([NH2:9])[NH2:8])=[NH:5])[CH3:3].Cl.[C:11]([O-:24])(=[O:23])[CH2:12][CH2:13][CH2:14][CH2:15][CH2:16][CH2:17][CH2:18][CH2:19][CH2:20][CH2:21][CH3:22].[Na+].C(O)(=O)CCCCCCCCCCC. Product: [CH3:1][N:2]([C:4]([NH:6][C:7]([NH2:9])=[NH:8])=[NH:5])[CH3:3].[C:11]([OH:24])(=[O:23])[CH2:12][CH2:13][CH2:14][CH2:15][CH2:16][CH2:17][CH2:18][CH2:19][CH2:20][CH2:21][CH3:22]. The catalyst class is: 6. (3) Reactant: [CH3:1]/[CH:2]=[C:3]1\[C@H:4]2[CH:11]=[C:10]([CH3:12])[CH2:9][C@@:8]\1([NH2:13])[C:7]1[CH:14]=[CH:15][C:16]([NH:18][C:6]=1[CH2:5]2)=[O:17].C(N(CC)CC)C.[C:26](Cl)(=[O:30])[O:27][CH2:28][CH3:29]. Product: [CH2:28]([O:27][C:26]([NH:13][C@@:8]12[C:7]3[CH:14]=[CH:15][C:16](=[O:17])[NH:18][C:6]=3[CH2:5][C@@H:4](/[C:3]/1=[CH:2]\[CH3:1])[CH:11]=[C:10]([CH3:12])[CH2:9]2)=[O:30])[CH3:29]. The catalyst class is: 1. (4) Product: [F:19][CH:17]([F:18])[O:16][C:12]1[CH:11]=[C:10]([C:8]2[CH:9]=[C:5]([C:3]([OH:4])=[O:2])[NH:6][N:7]=2)[CH:15]=[CH:14][CH:13]=1. Reactant: C[O:2][C:3]([C:5]1[NH:6][N:7]=[C:8]([C:10]2[CH:15]=[CH:14][CH:13]=[C:12]([O:16][CH:17]([F:19])[F:18])[CH:11]=2)[CH:9]=1)=[O:4].FC(F)OC1C=C(C(=O)/C=C(\O)/C(OC)=O)C=CC=1.Cl.NN. The catalyst class is: 8. (5) Reactant: CI.N[N:4]1[C:22]2([CH2:27][CH2:26][O:25][CH2:24][CH2:23]2)[CH2:21][C:7]2[NH:8][C:9]3[CH:15]=[CH:14][C:13]([O:16][C:17]([F:20])([F:19])[F:18])=[CH:12][C:10]=3[S:11][C:6]=2C1=O.[C:29]([O-:32])([O-])=O.[K+].[K+].C[N:36]([CH:38]=O)[CH3:37]. Product: [CH3:38][N:36]([CH3:37])[N:4]1[C:22]2([CH2:27][CH2:26][O:25][CH2:24][CH2:23]2)[CH2:21][C:7]2[NH:8][C:9]3[CH:15]=[CH:14][C:13]([O:16][C:17]([F:18])([F:20])[F:19])=[CH:12][C:10]=3[S:11][C:6]=2[C:29]1=[O:32]. The catalyst class is: 170. (6) Reactant: [NH:1]1[C:9]2[C:4](=[CH:5][C:6]([CH2:10][NH2:11])=[CH:7][CH:8]=2)[CH:3]=[N:2]1.[C:12]([O:16][C:17]([N:19]1[CH2:24][CH2:23][CH:22]([C:25](O)=[O:26])[CH2:21][CH2:20]1)=[O:18])([CH3:15])([CH3:14])[CH3:13].Cl.C(N=C=NCCCN(C)C)C.OC1C2N=NNC=2C=CC=1.C(=O)([O-])O.[Na+]. Product: [NH:1]1[C:9]2[C:4](=[CH:5][C:6]([CH2:10][NH:11][C:25]([CH:22]3[CH2:23][CH2:24][N:19]([C:17]([O:16][C:12]([CH3:15])([CH3:14])[CH3:13])=[O:18])[CH2:20][CH2:21]3)=[O:26])=[CH:7][CH:8]=2)[CH:3]=[N:2]1. The catalyst class is: 35. (7) Reactant: [NH2:1][C:2]1[CH:3]=[C:4]2[C:9](=[CH:10][CH:11]=1)[CH2:8][N:7]([C:12]([O:14][C:15]([CH3:18])([CH3:17])[CH3:16])=[O:13])[CH2:6][CH2:5]2.[CH:19]([O:22][C:23]1[CH:31]=[C:30]([CH3:32])[CH:29]=[CH:28][C:24]=1[C:25](O)=[O:26])([CH3:21])[CH3:20].ON1C2C=CC=CC=2N=N1.Cl.CN(C)CCCN=C=NCC. Product: [CH:19]([O:22][C:23]1[CH:31]=[C:30]([CH3:32])[CH:29]=[CH:28][C:24]=1[C:25]([NH:1][C:2]1[CH:3]=[C:4]2[C:9](=[CH:10][CH:11]=1)[CH2:8][N:7]([C:12]([O:14][C:15]([CH3:18])([CH3:17])[CH3:16])=[O:13])[CH2:6][CH2:5]2)=[O:26])([CH3:21])[CH3:20]. The catalyst class is: 9. (8) Reactant: [C:1]([C@@H:5]1[N:9]([C:10]2[CH:15]=[C:14]([Cl:16])[C:13]([F:17])=[C:12]([Cl:18])[CH:11]=2)[C:8](=[O:19])[C@@H:7]([CH3:20])[N:6]1[C:21](=[O:26])[C:22]([F:25])([F:24])[F:23])([CH3:4])([CH3:3])[CH3:2].[Li+].C[Si]([N-][Si](C)(C)C)(C)C.[C:37]([C:39]1[CH:46]=[CH:45][C:42]([CH2:43]Br)=[CH:41][CH:40]=1)#[N:38].[NH4+].[Cl-]. Product: [C:1]([C@H:5]1[N:6]([C:21](=[O:26])[C:22]([F:24])([F:23])[F:25])[C@@:7]([CH2:43][C:42]2[CH:45]=[CH:46][C:39]([C:37]#[N:38])=[CH:40][CH:41]=2)([CH3:20])[C:8](=[O:19])[N:9]1[C:10]1[CH:15]=[C:14]([Cl:16])[C:13]([F:17])=[C:12]([Cl:18])[CH:11]=1)([CH3:2])([CH3:3])[CH3:4]. The catalyst class is: 387.